From a dataset of Full USPTO retrosynthesis dataset with 1.9M reactions from patents (1976-2016). Predict the reactants needed to synthesize the given product. (1) Given the product [CH3:1][O:2][C:3]([C:5]1([CH2:11][CH:12]=[O:18])[CH2:6][CH2:7][O:8][CH2:9][CH2:10]1)=[O:4], predict the reactants needed to synthesize it. The reactants are: [CH3:1][O:2][C:3]([C:5]1([CH2:11][CH:12]=C)[CH2:10][CH2:9][O:8][CH2:7][CH2:6]1)=[O:4].CO.CC[O:18]C(C)=O. (2) The reactants are: [N+:1]([C:4]1[CH:5]=[C:6]([CH:33]=[C:34]([N+:36]([O-:38])=[O:37])[CH:35]=1)[C:7]([O:9][CH2:10][CH2:11][CH2:12][CH2:13][CH2:14][CH2:15][O:16][C:17](=[O:32])/[CH:18]=[CH:19]/[C:20]1[CH:25]=[CH:24][C:23]([O:26]C(OCC)=O)=[CH:22][CH:21]=1)=[O:8])([O-:3])=[O:2].N1C=CC=CC=1.[OH-].[NH4+].Cl. Given the product [N+:1]([C:4]1[CH:5]=[C:6]([CH:33]=[C:34]([N+:36]([O-:38])=[O:37])[CH:35]=1)[C:7]([O:9][CH2:10][CH2:11][CH2:12][CH2:13][CH2:14][CH2:15][O:16][C:17](=[O:32])/[CH:18]=[CH:19]/[C:20]1[CH:25]=[CH:24][C:23]([OH:26])=[CH:22][CH:21]=1)=[O:8])([O-:3])=[O:2], predict the reactants needed to synthesize it.